Predict the reactants needed to synthesize the given product. From a dataset of Full USPTO retrosynthesis dataset with 1.9M reactions from patents (1976-2016). (1) Given the product [Br:11][C:12]1[CH:13]=[CH:14][C:15]2[O:16][CH2:17][CH2:18][N:19]([C:23]([O:25][C:26]([CH3:29])([CH3:28])[CH3:27])=[O:22])[C:20]=2[N:21]=1, predict the reactants needed to synthesize it. The reactants are: [Li+].C[Si]([N-][Si](C)(C)C)(C)C.[Br:11][C:12]1[CH:13]=[CH:14][C:15]2[O:16][CH2:17][CH2:18][NH:19][C:20]=2[N:21]=1.[O:22](C(OC(C)(C)C)=O)[C:23]([O:25][C:26]([CH3:29])([CH3:28])[CH3:27])=O. (2) Given the product [CH3:11][O:10][CH2:9][CH2:8][O:7][AlH2-:6][O:5][CH2:4][CH2:3][O:2][CH3:1].[Na+:12].[ClH:28].[CH3:13][O:14][C:15]1[CH:16]=[C:17]([CH2:23][CH2:24][O:25][C@@H:26]2[CH2:27][CH2:39][CH2:38][CH2:37][C@H:42]2[N:36]2[CH2:33][CH2:35][C@@H:9]([OH:10])[CH2:8]2)[CH:18]=[CH:19][C:20]=1[O:21][CH3:22], predict the reactants needed to synthesize it. The reactants are: [CH3:1][O:2][CH2:3][CH2:4][O:5][AlH2-:6][O:7][CH2:8][CH2:9][O:10][CH3:11].[Na+:12].[CH3:13][O:14][C:15]1[CH:16]=[C:17]([CH2:23][CH2:24][O:25]/[C:26](=N/[H])/[C:27](Cl)(Cl)[Cl:28])[CH:18]=[CH:19][C:20]=1[O:21][CH3:22].[CH:33]([NH2:36])([CH3:35])C.[C:37]1(C)[CH:42]=CC=[CH:39][CH:38]=1. (3) Given the product [C:1]([O:5][C:6](=[O:26])[N:7]([C:8]1([C:11]([N:13]2[C:22]3[C:17](=[CH:18][CH:19]=[CH:20][CH:21]=3)[N:16]([CH:23]3[CH2:24][CH2:25]3)[CH2:15][CH2:14]2)=[O:12])[CH2:9][CH2:10]1)[CH2:32][C:31]1[CH:34]=[C:35]([Cl:38])[CH:36]=[CH:37][C:30]=1[Cl:29])([CH3:4])([CH3:2])[CH3:3], predict the reactants needed to synthesize it. The reactants are: [C:1]([O:5][C:6](=[O:26])[NH:7][C:8]1([C:11]([N:13]2[C:22]3[C:17](=[CH:18][CH:19]=[CH:20][CH:21]=3)[N:16]([CH:23]3[CH2:25][CH2:24]3)[CH2:15][CH2:14]2)=[O:12])[CH2:10][CH2:9]1)([CH3:4])([CH3:3])[CH3:2].[H-].[Na+].[Cl:29][C:30]1[CH:37]=[CH:36][C:35]([Cl:38])=[CH:34][C:31]=1[CH2:32]Cl. (4) Given the product [OH:28][CH2:27][C:26]([NH:25][C:22]([C:19]1[N:20]=[N:21][C:16]([O:15][CH2:14][C:9]2[N:10]([CH3:13])[N:11]=[N:12][C:8]=2[C:5]2[CH:6]=[CH:7][C:2]([F:1])=[CH:3][CH:4]=2)=[CH:17][CH:18]=1)=[O:23])([CH3:30])[CH3:29], predict the reactants needed to synthesize it. The reactants are: [F:1][C:2]1[CH:7]=[CH:6][C:5]([C:8]2[N:12]=[N:11][N:10]([CH3:13])[C:9]=2[CH2:14][O:15][C:16]2[N:21]=[N:20][C:19]([C:22](O)=[O:23])=[CH:18][CH:17]=2)=[CH:4][CH:3]=1.[NH2:25][C:26]([CH3:30])([CH3:29])[CH2:27][OH:28]. (5) Given the product [C:2]([C:7]1[O:11][C:10]([CH2:12][N:13]2[CH:17]=[C:16]([NH:18][C:33]([C:28]3[N:29]=[C:30]([CH3:32])[O:31][C:27]=3[C:22]3[CH:23]=[CH:24][CH:25]=[CH:26][C:21]=3[O:20][CH3:19])=[O:34])[CH:15]=[N:14]2)=[CH:9][CH:8]=1)(=[O:6])[CH3:1], predict the reactants needed to synthesize it. The reactants are: [CH3:1][C:2]1([C:7]2[O:11][C:10]([CH2:12][N:13]3[CH:17]=[C:16]([NH2:18])[CH:15]=[N:14]3)=[CH:9][CH:8]=2)[O:6]CCO1.[CH3:19][O:20][C:21]1[CH:26]=[CH:25][CH:24]=[CH:23][C:22]=1[C:27]1[O:31][C:30]([CH3:32])=[N:29][C:28]=1[C:33](O)=[O:34]. (6) Given the product [CH:43]1([C:48]2[CH:49]=[CH:50][C:51]([O:42][CH2:41][C:40]3[C:35]([NH2:34])=[N:36][CH:37]=[CH:38][CH:39]=3)=[CH:52][CH:53]=2)[CH2:44][CH2:45][CH2:46][CH2:47]1, predict the reactants needed to synthesize it. The reactants are: CC(OC(/N=N/C(OC(C)C)=O)=O)C.C1(P(C2C=CC=CC=2)C2C=CC=CC=2)C=CC=CC=1.[NH2:34][C:35]1[C:40]([CH2:41][OH:42])=[CH:39][CH:38]=[CH:37][N:36]=1.[CH:43]1([C:48]2[CH:53]=[CH:52][C:51](O)=[CH:50][CH:49]=2)[CH2:47][CH2:46][CH2:45][CH2:44]1. (7) Given the product [Cl:1][CH2:2][C:3]1[N:4]=[C:5]2[S:12][CH:11]=[C:10]([CH2:13][OH:14])[N:6]2[C:7](=[O:9])[CH:8]=1, predict the reactants needed to synthesize it. The reactants are: [Cl:1][CH2:2][C:3]1[N:4]=[C:5]2[S:12][CH:11]=[C:10]([C:13](OC)=[O:14])[N:6]2[C:7](=[O:9])[CH:8]=1.[BH4-].[Na+]. (8) Given the product [C:23]([O:27][C:28](=[O:29])[NH:30][CH2:31][C:32]([CH3:46])([CH3:45])[CH2:33][N:8]1[C:9]2[CH:10]=[CH:11][C:2]([Cl:1])=[CH:3][C:4]=2[C:5]2=[N:15][N:14]([CH:16]3[CH2:21][CH2:20][CH2:19][CH2:18][O:17]3)[C:13]([CH3:22])=[C:6]2[C:7]1=[O:12])([CH3:26])([CH3:25])[CH3:24], predict the reactants needed to synthesize it. The reactants are: [Cl:1][C:2]1[CH:11]=[CH:10][C:9]2[NH:8][C:7](=[O:12])[C:6]3=[C:13]([CH3:22])[N:14]([CH:16]4[CH2:21][CH2:20][CH2:19][CH2:18][O:17]4)[N:15]=[C:5]3[C:4]=2[CH:3]=1.[C:23]([O:27][C:28]([NH:30][CH2:31][C:32]([CH3:46])([CH3:45])[CH2:33]OS(C1C=CC(C)=CC=1)(=O)=O)=[O:29])([CH3:26])([CH3:25])[CH3:24].C(=O)([O-])[O-].[K+].[K+].C1OCCOCCOCCOCCOCCOC1. (9) Given the product [Cl:12][C:13]1[S:17][C:16]([C:18]([NH:1][C:2]2[CH:7]=[CH:6][N:5]=[CH:4][C:3]=2[C:8]([O:10][CH3:11])=[O:9])=[O:19])=[CH:15][CH:14]=1, predict the reactants needed to synthesize it. The reactants are: [NH2:1][C:2]1[CH:7]=[CH:6][N:5]=[CH:4][C:3]=1[C:8]([O:10][CH3:11])=[O:9].[Cl:12][C:13]1[S:17][C:16]([C:18](Cl)=[O:19])=[CH:15][CH:14]=1. (10) Given the product [CH2:26]([C:20]1[CH:21]=[CH:22][CH:23]=[C:24]([CH3:25])[C:19]=1[CH2:18][NH:17][C:16]1[CH:3]=[C:2]([O:4][CH3:5])[N:30]=[C:12]2[N:13]([CH3:33])[C:14]([CH3:15])=[N:10][C:11]=12)[CH3:27], predict the reactants needed to synthesize it. The reactants are: Cl.[C:2](OC)(OC)([O:4][CH3:5])[CH3:3].[NH2:10][C:11]1[C:12]([NH:30]C)=[N:13][C:14](OC)=[CH:15][C:16]=1[NH:17][CH2:18][C:19]1[C:24]([CH3:25])=[CH:23][CH:22]=[CH:21][C:20]=1[CH2:26][CH3:27].O.[CH2:33](O)C.